Dataset: Catalyst prediction with 721,799 reactions and 888 catalyst types from USPTO. Task: Predict which catalyst facilitates the given reaction. (1) Reactant: [OH:1][CH2:2][C@H:3]1[O:8][CH2:7][CH2:6][N:5]([C:9]([O:11][C:12]([CH3:15])([CH3:14])[CH3:13])=[O:10])[CH2:4]1.C(N(CC)CC)C.[CH3:23][S:24](Cl)(=[O:26])=[O:25]. Product: [CH3:23][S:24]([O:1][CH2:2][C@H:3]1[O:8][CH2:7][CH2:6][N:5]([C:9]([O:11][C:12]([CH3:15])([CH3:14])[CH3:13])=[O:10])[CH2:4]1)(=[O:26])=[O:25]. The catalyst class is: 4. (2) Reactant: [Cl:1][C:2]1[N:7]=[C:6]([C:8]([O:10][CH3:11])=[O:9])[CH:5]=[C:4](Cl)[N:3]=1.[C:13](=O)([O-])[O-:14].[K+].[K+]. Product: [CH3:11][O:10][C:8]([C:6]1[CH:5]=[C:4]([O:14][CH3:13])[N:3]=[C:2]([Cl:1])[N:7]=1)=[O:9]. The catalyst class is: 5. (3) Product: [Br:10][C:5]1[C:6]([NH2:9])=[CH:7][N:8]=[C:3]([S:2][CH3:1])[N:4]=1. Reactant: [CH3:1][S:2][C:3]1[N:8]=[CH:7][C:6]([NH2:9])=[CH:5][N:4]=1.[Br-:10].[Br-].[Br-].C([N+](C)(C)C)C1C=CC=CC=1.C([N+](C)(C)C)C1C=CC=CC=1.C([N+](C)(C)C)C1C=CC=CC=1. The catalyst class is: 98. (4) Reactant: [C:1]([C:3]1[C:11]2[CH2:10][CH2:9][N:8]([C:12](=[O:18])[CH2:13][O:14]C(=O)C)[CH2:7][C:6]=2[S:5][C:4]=1[NH:19][C:20](=[O:29])/[CH:21]=[CH:22]/[C:23]1[CH:28]=[CH:27][CH:26]=[CH:25][CH:24]=1)#[N:2].[OH-].[Na+]. Product: [C:1]([C:3]1[C:11]2[CH2:10][CH2:9][N:8]([C:12](=[O:18])[CH2:13][OH:14])[CH2:7][C:6]=2[S:5][C:4]=1[NH:19][C:20](=[O:29])/[CH:21]=[CH:22]/[C:23]1[CH:28]=[CH:27][CH:26]=[CH:25][CH:24]=1)#[N:2]. The catalyst class is: 5. (5) The catalyst class is: 3. Reactant: [S:1]([C:11]1[NH:12][C:13]2[C:18]([CH:19]=1)=[CH:17][CH:16]=[CH:15][CH:14]=2)([C:4]1[CH:10]=[CH:9][C:7]([CH3:8])=[CH:6][CH:5]=1)(=[O:3])=[O:2].[Br:20][CH2:21][CH2:22][CH2:23][CH2:24]Br.[OH-].[K+]. Product: [Br:20][CH2:21][CH2:22][CH2:23][CH2:24][N:12]1[C:13]2[C:18](=[CH:17][CH:16]=[CH:15][CH:14]=2)[CH:19]=[C:11]1[S:1]([C:4]1[CH:10]=[CH:9][C:7]([CH3:8])=[CH:6][CH:5]=1)(=[O:2])=[O:3].